From a dataset of Reaction yield outcomes from USPTO patents with 853,638 reactions. Predict the reaction yield, written as a fraction of the theoretical maximum amount of product (1.0 means a 100% yield; for example, 0.34 means a 34% yield). (1) The reactants are O.[SH2:2].[Na].[OH:4][C:5]1[CH:12]=[CH:11][C:8]([C:9]#[N:10])=[CH:7][CH:6]=1.[Cl-].[NH4+].Cl. The catalyst is O.CN(C)C=O. The product is [OH:4][C:5]1[CH:12]=[CH:11][C:8]([C:9](=[S:2])[NH2:10])=[CH:7][CH:6]=1. The yield is 0.940. (2) The reactants are [Cl:1][C:2]1[CH:7]=[CH:6][C:5]([C:8]2[C:12]([CH2:13][O:14][C:15]3[CH:23]=[CH:22][C:18]([C:19]([OH:21])=O)=[CH:17][N:16]=3)=[CH:11][O:10][N:9]=2)=[CH:4][CH:3]=1.CC1ON=C(C2C=CC=CC=2)C=1COC1C=CC(C(O)=O)=CN=1.[CH2:47]([CH2:49][NH2:50])[OH:48]. No catalyst specified. The product is [Cl:1][C:2]1[CH:3]=[CH:4][C:5]([C:8]2[C:12]([CH2:13][O:14][C:15]3[CH:23]=[CH:22][C:18]([C:19]([NH:50][CH2:49][CH2:47][OH:48])=[O:21])=[CH:17][N:16]=3)=[CH:11][O:10][N:9]=2)=[CH:6][CH:7]=1. The yield is 0.700. (3) The reactants are [Cl:1][C:2]1[N:3]=[C:4](Cl)[C:5]2[CH2:10][CH2:9][CH:8]([C:11]3[CH:16]=[CH:15][CH:14]=[CH:13][CH:12]=3)[C:6]=2[N:7]=1.[NH:18]1[CH2:21][CH2:20][CH2:19]1. The catalyst is CO. The product is [N:18]1([C:4]2[C:5]3[CH2:10][CH2:9][CH:8]([C:11]4[CH:16]=[CH:15][CH:14]=[CH:13][CH:12]=4)[C:6]=3[N:7]=[C:2]([Cl:1])[N:3]=2)[CH2:21][CH2:20][CH2:19]1. The yield is 1.00. (4) The reactants are [Cl:1][C:2]1[CH:3]=[C:4]2[C:12](=[C:13]([NH:15][C:16]([CH:18]3[CH2:23][O:22][C:21]([CH3:25])([CH3:24])[CH2:20][N:19]3[CH2:26][CH:27]([NH2:31])[CH:28]([CH3:30])[CH3:29])=[O:17])[CH:14]=1)[NH:11][C:10]1[CH:9]=[N:8][CH:7]=[CH:6][C:5]2=1.[CH3:32][C:33]1[N:41]=[CH:40][CH:39]=[CH:38][C:34]=1[C:35](O)=[O:36].CCN=C=NCCCN(C)C. The catalyst is N1C=CC=CC=1.O.CCOC(C)=O. The product is [Cl:1][C:2]1[CH:3]=[C:4]2[C:12](=[C:13]([NH:15][C:16]([CH:18]3[CH2:23][O:22][C:21]([CH3:24])([CH3:25])[CH2:20][N:19]3[CH2:26][CH:27]([NH:31][C:35]([C:34]3[C:33]([CH3:32])=[N:41][CH:40]=[CH:39][CH:38]=3)=[O:36])[CH:28]([CH3:29])[CH3:30])=[O:17])[CH:14]=1)[NH:11][C:10]1[CH:9]=[N:8][CH:7]=[CH:6][C:5]2=1. The yield is 0.770. (5) No catalyst specified. The product is [CH2:1]([NH:7][S:8]([C:11]1[C:16]([Cl:17])=[CH:15][CH:14]=[C:13]([N+:18]([O-:20])=[O:19])[C:12]=1[OH:24])(=[O:10])=[O:9])[C@@H:2]1[O:6][CH2:5][CH2:4][CH2:3]1. The yield is 0.630. The reactants are [CH2:1]([NH:7][S:8]([C:11]1[C:16]([Cl:17])=[CH:15][CH:14]=[C:13]([N+:18]([O-:20])=[O:19])[C:12]=1Cl)(=[O:10])=[O:9])[C@@H:2]1[O:6][CH2:5][CH2:4][CH2:3]1.[H-].[Na+].[OH2:24].